Dataset: Peptide-MHC class II binding affinity with 134,281 pairs from IEDB. Task: Regression. Given a peptide amino acid sequence and an MHC pseudo amino acid sequence, predict their binding affinity value. This is MHC class II binding data. (1) The peptide sequence is DFALIVNAPNHEGIQ. The MHC is DRB1_0301 with pseudo-sequence DRB1_0301. The binding affinity (normalized) is 0. (2) The peptide sequence is GWIISNIFGAIPVLA. The MHC is HLA-DPA10201-DPB11401 with pseudo-sequence HLA-DPA10201-DPB11401. The binding affinity (normalized) is 0.166. (3) The binding affinity (normalized) is 0.0516. The MHC is DRB4_0101 with pseudo-sequence DRB4_0103. The peptide sequence is CHDGMGWLTIGISGP. (4) The peptide sequence is EKVDAAFKVAATAAN. The MHC is HLA-DQA10101-DQB10501 with pseudo-sequence HLA-DQA10101-DQB10501. The binding affinity (normalized) is 0.233. (5) The binding affinity (normalized) is 0.0350. The peptide sequence is SHNVQGATVAVDCRP. The MHC is HLA-DPA10301-DPB10402 with pseudo-sequence HLA-DPA10301-DPB10402. (6) The peptide sequence is GELQIVDKIDQAFKI. The MHC is DRB1_1302 with pseudo-sequence DRB1_1302. The binding affinity (normalized) is 0.811. (7) The peptide sequence is AFKVAATAMNAAPAN. The MHC is DRB1_0701 with pseudo-sequence DRB1_0701. The binding affinity (normalized) is 0.580. (8) The peptide sequence is QVYPRSWSAVMLTFD. The MHC is HLA-DQA10102-DQB10602 with pseudo-sequence HLA-DQA10102-DQB10602. The binding affinity (normalized) is 0.605.